Dataset: Full USPTO retrosynthesis dataset with 1.9M reactions from patents (1976-2016). Task: Predict the reactants needed to synthesize the given product. (1) Given the product [Br:31][C:10]1[C:5]2[C:6](=[N:7][C:2]([CH3:1])=[C:3]([C:26]([O:28][CH2:29][CH3:30])=[O:27])[C:4]=2[NH:16][S:17]([C:20]2[CH:25]=[CH:24][CH:23]=[CH:22][CH:21]=2)(=[O:19])=[O:18])[S:8][C:9]=1[C:11]1[CH:15]=[N:14][NH:13][CH:12]=1, predict the reactants needed to synthesize it. The reactants are: [CH3:1][C:2]1[N:7]=[C:6]2[S:8][C:9]([C:11]3[CH:12]=[N:13][NH:14][CH:15]=3)=[CH:10][C:5]2=[C:4]([NH:16][S:17]([C:20]2[CH:25]=[CH:24][CH:23]=[CH:22][CH:21]=2)(=[O:19])=[O:18])[C:3]=1[C:26]([O:28][CH2:29][CH3:30])=[O:27].[Br:31]Br. (2) Given the product [NH2:7][CH2:8][CH2:9][CH2:10][N:11]([C@@H:12]([C:16]1[N:20]([CH2:21][C:22]2[CH:27]=[CH:26][CH:25]=[CH:24][CH:23]=2)[C:19]2[CH:28]=[CH:29][CH:30]=[CH:31][C:18]=2[N:17]=1)[CH:13]([CH3:15])[CH3:14])[C:38](=[O:39])[C:37]1[CH:41]=[CH:42][C:34]([CH3:33])=[CH:35][CH:36]=1, predict the reactants needed to synthesize it. The reactants are: C(OC(=O)[NH:7][CH2:8][CH2:9][CH2:10][NH:11][C@@H:12]([C:16]1[N:20]([CH2:21][C:22]2[CH:27]=[CH:26][CH:25]=[CH:24][CH:23]=2)[C:19]2[CH:28]=[CH:29][CH:30]=[CH:31][C:18]=2[N:17]=1)[CH:13]([CH3:15])[CH3:14])(C)(C)C.[CH3:33][C:34]1[CH:42]=[CH:41][C:37]([C:38](Cl)=[O:39])=[CH:36][CH:35]=1.C(O)(C(F)(F)F)=O. (3) The reactants are: [C:1]1([S:7]([OH:10])(=[O:9])=[O:8])[CH:6]=[CH:5][CH:4]=[CH:3][CH:2]=1.[NH2:11][C@@:12]([CH3:22])([CH2:16][CH:17]([CH2:20][CH3:21])[CH2:18][CH3:19])[C:13]([OH:15])=[O:14]. Given the product [C:1]1([S:7]([OH:10])(=[O:9])=[O:8])[CH:6]=[CH:5][CH:4]=[CH:3][CH:2]=1.[NH2:11][C@@:12]([CH3:22])([CH2:16][CH:17]([CH2:20][CH3:21])[CH2:18][CH3:19])[C:13]([OH:15])=[O:14], predict the reactants needed to synthesize it. (4) Given the product [F:8][C:9]1[CH:10]=[C:11]2[C:15](=[CH:16][CH:17]=1)[NH:14][CH:13]=[C:12]2[C:25](=[O:26])[CH:33]([NH:32][C:31]1[CH:40]=[CH:41][CH:42]=[C:29]([O:28][CH3:27])[CH:30]=1)[C:34]1[CH:35]=[N:36][CH:37]=[CH:38][CH:39]=1, predict the reactants needed to synthesize it. The reactants are: C(N(CC)CC)C.[F:8][C:9]1[CH:10]=[C:11]2[C:15](=[CH:16][CH:17]=1)[N:14](C(OC(C)(C)C)=O)[CH:13]=[C:12]2[CH:25]=[O:26].[CH3:27][O:28][C:29]1[CH:30]=[C:31]([CH:40]=[CH:41][CH:42]=1)[N:32]=[CH:33][C:34]1[CH:35]=[N:36][CH:37]=[CH:38][CH:39]=1. (5) Given the product [C:1]([O:5][C:6](=[O:24])[NH:7][C:8]1[CH:13]=[C:12]([O:14][CH2:15][CH2:16][O:17][CH3:18])[C:11]([C:19]([F:22])([F:21])[F:20])=[CH:10][C:9]=1[NH:23][C:30](=[O:29])[CH2:31][C:32]([C:34]1[CH:39]=[CH:38][CH:37]=[C:36]([C:40]2[CH:41]=[C:42]([CH3:47])[N:43]=[C:44]([CH3:46])[CH:45]=2)[CH:35]=1)=[O:33])([CH3:4])([CH3:2])[CH3:3], predict the reactants needed to synthesize it. The reactants are: [C:1]([O:5][C:6](=[O:24])[NH:7][C:8]1[CH:13]=[C:12]([O:14][CH2:15][CH2:16][O:17][CH3:18])[C:11]([C:19]([F:22])([F:21])[F:20])=[CH:10][C:9]=1[NH2:23])([CH3:4])([CH3:3])[CH3:2].C([O:29][C:30](=O)[CH2:31][C:32]([C:34]1[CH:39]=[CH:38][CH:37]=[C:36]([C:40]2[CH:45]=[C:44]([CH3:46])[N:43]=[C:42]([CH3:47])[CH:41]=2)[CH:35]=1)=[O:33])(C)(C)C.